From a dataset of Full USPTO retrosynthesis dataset with 1.9M reactions from patents (1976-2016). Predict the reactants needed to synthesize the given product. Given the product [CH2:1]([O:3][C:4]([C:6]1[N:7]([CH2:27][C:26]2[CH:29]=[CH:30][C:23]([N+:20]([O-:22])=[O:21])=[CH:24][CH:25]=2)[C:8]2[C:13]([C:14]=1[C:15]1[S:16][CH:17]=[CH:18][CH:19]=1)=[CH:12][CH:11]=[CH:10][CH:9]=2)=[O:5])[CH3:2], predict the reactants needed to synthesize it. The reactants are: [CH2:1]([O:3][C:4]([C:6]1[NH:7][C:8]2[C:13]([C:14]=1[C:15]1[S:16][CH:17]=[CH:18][CH:19]=1)=[CH:12][CH:11]=[CH:10][CH:9]=2)=[O:5])[CH3:2].[N+:20]([C:23]1[CH:30]=[CH:29][C:26]([CH2:27]Br)=[CH:25][CH:24]=1)([O-:22])=[O:21].